This data is from NCI-60 drug combinations with 297,098 pairs across 59 cell lines. The task is: Regression. Given two drug SMILES strings and cell line genomic features, predict the synergy score measuring deviation from expected non-interaction effect. (1) Drug 1: CC1C(C(CC(O1)OC2CC(CC3=C2C(=C4C(=C3O)C(=O)C5=C(C4=O)C(=CC=C5)OC)O)(C(=O)CO)O)N)O.Cl. Drug 2: COC1=C(C=C2C(=C1)N=CN=C2NC3=CC(=C(C=C3)F)Cl)OCCCN4CCOCC4. Cell line: SK-MEL-5. Synergy scores: CSS=15.1, Synergy_ZIP=-2.55, Synergy_Bliss=1.89, Synergy_Loewe=0.457, Synergy_HSA=1.30. (2) Cell line: HS 578T. Drug 2: CC1C(C(CC(O1)OC2CC(CC3=C2C(=C4C(=C3O)C(=O)C5=CC=CC=C5C4=O)O)(C(=O)C)O)N)O. Synergy scores: CSS=43.6, Synergy_ZIP=-1.03, Synergy_Bliss=-2.06, Synergy_Loewe=-33.3, Synergy_HSA=0.439. Drug 1: CN(C)N=NC1=C(NC=N1)C(=O)N. (3) Drug 1: CN(CC1=CN=C2C(=N1)C(=NC(=N2)N)N)C3=CC=C(C=C3)C(=O)NC(CCC(=O)O)C(=O)O. Drug 2: CC(C)CN1C=NC2=C1C3=CC=CC=C3N=C2N. Cell line: HOP-62. Synergy scores: CSS=27.5, Synergy_ZIP=-5.29, Synergy_Bliss=-5.65, Synergy_Loewe=-13.0, Synergy_HSA=-3.27. (4) Drug 1: CN(CCCl)CCCl.Cl. Drug 2: COCCOC1=C(C=C2C(=C1)C(=NC=N2)NC3=CC=CC(=C3)C#C)OCCOC.Cl. Cell line: UO-31. Synergy scores: CSS=25.1, Synergy_ZIP=4.50, Synergy_Bliss=12.1, Synergy_Loewe=3.81, Synergy_HSA=5.73. (5) Drug 1: COC1=CC(=CC(=C1O)OC)C2C3C(COC3=O)C(C4=CC5=C(C=C24)OCO5)OC6C(C(C7C(O6)COC(O7)C8=CC=CS8)O)O. Drug 2: C1=C(C(=O)NC(=O)N1)N(CCCl)CCCl. Cell line: BT-549. Synergy scores: CSS=37.5, Synergy_ZIP=-10.5, Synergy_Bliss=-10.3, Synergy_Loewe=-11.4, Synergy_HSA=-4.97. (6) Drug 1: COC1=CC(=CC(=C1O)OC)C2C3C(COC3=O)C(C4=CC5=C(C=C24)OCO5)OC6C(C(C7C(O6)COC(O7)C8=CC=CS8)O)O. Drug 2: CCC(=C(C1=CC=CC=C1)C2=CC=C(C=C2)OCCN(C)C)C3=CC=CC=C3.C(C(=O)O)C(CC(=O)O)(C(=O)O)O. Cell line: TK-10. Synergy scores: CSS=26.3, Synergy_ZIP=-3.37, Synergy_Bliss=-1.06, Synergy_Loewe=-13.2, Synergy_HSA=-0.254. (7) Drug 1: CC(C1=C(C=CC(=C1Cl)F)Cl)OC2=C(N=CC(=C2)C3=CN(N=C3)C4CCNCC4)N. Drug 2: CNC(=O)C1=NC=CC(=C1)OC2=CC=C(C=C2)NC(=O)NC3=CC(=C(C=C3)Cl)C(F)(F)F. Cell line: KM12. Synergy scores: CSS=68.4, Synergy_ZIP=-0.549, Synergy_Bliss=-0.768, Synergy_Loewe=0.0289, Synergy_HSA=3.79. (8) Drug 1: CC12CCC3C(C1CCC2=O)CC(=C)C4=CC(=O)C=CC34C. Drug 2: CCCCC(=O)OCC(=O)C1(CC(C2=C(C1)C(=C3C(=C2O)C(=O)C4=C(C3=O)C=CC=C4OC)O)OC5CC(C(C(O5)C)O)NC(=O)C(F)(F)F)O. Cell line: MCF7. Synergy scores: CSS=20.3, Synergy_ZIP=-0.206, Synergy_Bliss=-2.12, Synergy_Loewe=-1.18, Synergy_HSA=-2.40. (9) Drug 1: CN(C)C1=NC(=NC(=N1)N(C)C)N(C)C. Drug 2: COC1=NC(=NC2=C1N=CN2C3C(C(C(O3)CO)O)O)N. Cell line: HCT-15. Synergy scores: CSS=-1.46, Synergy_ZIP=1.62, Synergy_Bliss=1.50, Synergy_Loewe=-4.47, Synergy_HSA=-3.26. (10) Drug 1: CC1=C2C(C(=O)C3(C(CC4C(C3C(C(C2(C)C)(CC1OC(=O)C(C(C5=CC=CC=C5)NC(=O)OC(C)(C)C)O)O)OC(=O)C6=CC=CC=C6)(CO4)OC(=O)C)OC)C)OC. Drug 2: CC1=C(N=C(N=C1N)C(CC(=O)N)NCC(C(=O)N)N)C(=O)NC(C(C2=CN=CN2)OC3C(C(C(C(O3)CO)O)O)OC4C(C(C(C(O4)CO)O)OC(=O)N)O)C(=O)NC(C)C(C(C)C(=O)NC(C(C)O)C(=O)NCCC5=NC(=CS5)C6=NC(=CS6)C(=O)NCCC[S+](C)C)O. Cell line: UO-31. Synergy scores: CSS=44.0, Synergy_ZIP=3.05, Synergy_Bliss=3.63, Synergy_Loewe=3.36, Synergy_HSA=6.53.